From a dataset of Full USPTO retrosynthesis dataset with 1.9M reactions from patents (1976-2016). Predict the reactants needed to synthesize the given product. (1) Given the product [CH3:1][N:2]1[CH:9]2[CH:5]([N:6]([C:10]3[CH:15]=[CH:14][C:13]([NH:16][C:17]([N:24]4[CH2:25][CH2:37][CH:36]([C:33]5[CH:34]=[CH:35][C:30]([Cl:29])=[CH:31][CH:32]=5)[CH2:27][CH2:28]4)=[O:18])=[CH:12][CH:11]=3)[CH2:7][CH2:8]2)[CH2:4][CH2:3]1, predict the reactants needed to synthesize it. The reactants are: [CH3:1][N:2]1[CH:9]2[CH:5]([N:6]([C:10]3[CH:15]=[CH:14][C:13]([NH2:16])=[CH:12][CH:11]=3)[CH2:7][CH2:8]2)[CH2:4][CH2:3]1.[C:17]([N:24]1[CH:28]=[CH:27]N=[CH:25]1)(N1C=CN=C1)=[O:18].[Cl:29][C:30]1[CH:35]=[CH:34][C:33]([CH:36]2CCNC[CH2:37]2)=[CH:32][CH:31]=1. (2) Given the product [F:30][C:29]1[C:23]([N:5]2[CH2:6][CH2:7][N:2]([CH3:1])[CH2:3][CH2:4]2)=[CH:24][CH:25]=[C:26]([N+:31]([O-:33])=[O:32])[C:27]=1[NH2:28], predict the reactants needed to synthesize it. The reactants are: [CH3:1][N:2]1[CH2:7][CH2:6][NH:5][CH2:4][CH2:3]1.CN1C(=O)CCC1.C(N(CC)CC)C.F[C:23]1[CH:24]=[CH:25][C:26]([N+:31]([O-:33])=[O:32])=[C:27]([C:29]=1[F:30])[NH2:28]. (3) Given the product [C:1]([O-:4])(=[O:3])[CH3:2].[CH2:5]([N+:7]1[CH:11]=[CH:10][NH:9][CH:8]=1)[CH3:6], predict the reactants needed to synthesize it. The reactants are: [C:1]([OH:4])(=[O:3])[CH3:2].[CH2:5]([N:7]1[CH:11]=[CH:10][N:9]=[CH:8]1)[CH3:6]. (4) Given the product [F:5][C:6]1[CH:11]=[CH:10][C:9]([S:3][CH3:4])=[CH:8][C:7]=1[C:13]([F:14])([F:15])[F:16], predict the reactants needed to synthesize it. The reactants are: CS[S:3][CH3:4].[F:5][C:6]1[CH:11]=[CH:10][C:9](N)=[CH:8][C:7]=1[C:13]([F:16])([F:15])[F:14].C(#N)C.N(OCCC(C)C)=O.